This data is from Catalyst prediction with 721,799 reactions and 888 catalyst types from USPTO. The task is: Predict which catalyst facilitates the given reaction. Reactant: [CH:1]([C@@H:4]1[C:9](=[O:10])[NH:8][C:7]2[CH:11]=[C:12]([CH3:16])[CH:13]=[C:14]([CH3:15])[C:6]=2[O:5]1)([CH3:3])[CH3:2].C(=O)([O-])[O-].[K+].[K+].[C:23]([O:27][CH3:28])(=[O:26])[CH:24]=[CH2:25].C(O)(=O)CC(CC(O)=O)(C(O)=O)O. Product: [CH3:28][O:27][C:23](=[O:26])[CH2:24][CH2:25][N:8]1[C:7]2[CH:11]=[C:12]([CH3:16])[CH:13]=[C:14]([CH3:15])[C:6]=2[O:5][C@H:4]([CH:1]([CH3:3])[CH3:2])[C:9]1=[O:10]. The catalyst class is: 9.